From a dataset of Forward reaction prediction with 1.9M reactions from USPTO patents (1976-2016). Predict the product of the given reaction. (1) Given the reactants [NH2:1][C:2]1[N:11]=[CH:10][C:9]2[C:8](SC)=[N:7][CH:6]=[N:5][C:4]=2[CH:3]=1.[Br:14][C:15]1[CH:21]=[CH:20][C:18]([NH2:19])=[CH:17][CH:16]=1, predict the reaction product. The product is: [NH2:1][C:2]1[N:11]=[CH:10][C:9]2[C:8]([NH:19][C:18]3[CH:20]=[CH:21][C:15]([Br:14])=[CH:16][CH:17]=3)=[N:7][CH:6]=[N:5][C:4]=2[CH:3]=1. (2) Given the reactants [CH2:1](Br)[C:2]1[CH:7]=[CH:6][CH:5]=[CH:4][CH:3]=1.[N-:9]=[N+:10]=[N-:11].[Na+].[I-].[Na+], predict the reaction product. The product is: [CH2:1]([N:9]=[N+:10]=[N-:11])[C:2]1[CH:7]=[CH:6][CH:5]=[CH:4][CH:3]=1. (3) Given the reactants [F:1][C:2]([F:7])([F:6])[C:3]([OH:5])=[O:4].[CH3:8][N:9]([CH3:39])[C:10]1[CH:15]=[C:14]([C:16]2[CH:17]=[C:18]3[C:22](=[C:23]([C:25]([NH2:27])=[O:26])[CH:24]=2)[NH:21][CH:20]=[C:19]3[CH:28]2[CH2:33][CH2:32][N:31]([S:34]([CH2:37][CH3:38])(=[O:36])=[O:35])[CH2:30][CH2:29]2)[CH:13]=[CH:12][N:11]=1.[CH3:40]NC, predict the reaction product. The product is: [F:1][C:2]([F:7])([F:6])[C:3]([OH:5])=[O:4].[CH2:37]([S:34]([N:31]1[CH2:30][CH2:29][CH:28]([C:19]2[C:18]3[C:22](=[C:23]([C:25]([NH2:27])=[O:26])[CH:24]=[C:16]([C:14]4[CH:13]=[CH:12][N:11]=[C:10]([N:9]5[CH2:39][CH2:3][O:5][CH2:40][CH2:8]5)[CH:15]=4)[CH:17]=3)[NH:21][CH:20]=2)[CH2:33][CH2:32]1)(=[O:36])=[O:35])[CH3:38]. (4) Given the reactants [CH3:1][C:2]1[CH:3]=[CH:4][C:5]([NH:15]C(=O)C(F)(F)F)=[C:6]([CH:14]=1)[C:7]([O:9][C:10]([CH3:13])([CH3:12])[CH3:11])=[O:8].[BH4-].[Na+].O, predict the reaction product. The product is: [NH2:15][C:5]1[CH:4]=[CH:3][C:2]([CH3:1])=[CH:14][C:6]=1[C:7]([O:9][C:10]([CH3:13])([CH3:12])[CH3:11])=[O:8]. (5) Given the reactants [N+:1]([C:4]1[CH:5]=[C:6]([NH:10][C:11]2[N:18]=[CH:17][CH:16]=[CH:15][C:12]=2[CH:13]=O)[CH:7]=[CH:8][CH:9]=1)([O-:3])=[O:2].[CH3:19][CH:20]([C:29]1[CH:34]=[CH:33][N:32]=[CH:31][CH:30]=1)[CH2:21][CH2:22][CH2:23][C:24](OCC)=[O:25].[Li+].CC([N-]C(C)C)C, predict the reaction product. The product is: [N+:1]([C:4]1[CH:5]=[C:6]([N:10]2[C:11]3[C:12](=[CH:15][CH:16]=[CH:17][N:18]=3)[CH:13]=[C:23]([CH2:22][CH2:21][CH:20]([CH3:19])[C:29]3[CH:30]=[CH:31][N:32]=[CH:33][CH:34]=3)[C:24]2=[O:25])[CH:7]=[CH:8][CH:9]=1)([O-:3])=[O:2]. (6) Given the reactants [Cl:1][C:2]1[C:10]([Cl:11])=[C:9]2[C:5]([CH2:6][C:7]([CH:14]3[CH2:18][CH2:17][CH2:16][CH2:15]3)([CH3:13])[C:8]2=[O:12])=[CH:4][C:3]=1[O:19][CH2:20][CH2:21][CH2:22][O:23][C:24]1[CH:31]=[CH:30][C:27]([C:28]#[N:29])=[CH:26][CH:25]=1.C[Si]([N:36]=[N+:37]=[N-:38])(C)C.C([Sn](=O)CCCC)CCC, predict the reaction product. The product is: [Cl:1][C:2]1[C:10]([Cl:11])=[C:9]2[C:5]([CH2:6][C:7]([CH:14]3[CH2:18][CH2:17][CH2:16][CH2:15]3)([CH3:13])[C:8]2=[O:12])=[CH:4][C:3]=1[O:19][CH2:20][CH2:21][CH2:22][O:23][C:24]1[CH:25]=[CH:26][C:27]([C:28]2[N:36]=[N:37][NH:38][N:29]=2)=[CH:30][CH:31]=1. (7) Given the reactants [NH2:1][C:2]1[CH:7]=[CH:6][C:5]([CH:8]2[CH2:22][N:12]3[C:13](=[O:21])[NH:14][C:15]4[CH:16]=[CH:17][CH:18]=[CH:19][C:20]=4[C:11]3=[N:10][CH2:9]2)=[CH:4][CH:3]=1.[C:23]1([N:29]=[C:30]=[O:31])[CH:28]=[CH:27][CH:26]=[CH:25][CH:24]=1, predict the reaction product. The product is: [O:21]=[C:13]1[N:12]2[CH2:22][CH:8]([C:5]3[CH:6]=[CH:7][C:2]([NH:1][C:30]([NH:29][C:23]4[CH:28]=[CH:27][CH:26]=[CH:25][CH:24]=4)=[O:31])=[CH:3][CH:4]=3)[CH2:9][N:10]=[C:11]2[C:20]2[CH:19]=[CH:18][CH:17]=[CH:16][C:15]=2[NH:14]1.